From a dataset of Reaction yield outcomes from USPTO patents with 853,638 reactions. Predict the reaction yield, written as a fraction of the theoretical maximum amount of product (1.0 means a 100% yield; for example, 0.34 means a 34% yield). The reactants are [Cl-].[CH3:2][C:3]1[SH+:4][CH:5]=[CH:6][CH:7]=[CH:8][CH:9]=[CH:10][CH:11]=1.O.[NH2:13]N.C(O[C:19](=[O:21])[CH3:20])(=O)C.[CH:22]([N:25]([CH2:29]C)C(C)C)([CH3:24])[CH3:23].[C:31](#[N:33])C. The catalyst is O. The product is [CH3:31][NH:33][C:10]1[CH:9]=[CH:8][C:2]2[N:13]([C:19](=[O:21])[CH3:20])[C:6]3[C:5]([S:4][C:3]=2[CH:11]=1)=[CH:24][C:22]([NH:25][CH3:29])=[CH:23][CH:7]=3. The yield is 0.650.